From a dataset of Forward reaction prediction with 1.9M reactions from USPTO patents (1976-2016). Predict the product of the given reaction. (1) The product is: [F:29][CH:27]([F:28])[C:25]1[CH:24]=[C:23]([C:30]2[CH:31]=[CH:32][C:33]([C:36]([F:37])([F:39])[F:38])=[CH:34][CH:35]=2)[N:22]=[C:21]([C:17]2[CH:16]=[C:15]([C:11]3[CH:12]=[CH:13][CH:14]=[C:9]([S:6]([NH2:5])(=[O:7])=[O:8])[CH:10]=3)[CH:20]=[CH:19][CH:18]=2)[N:26]=1. Given the reactants C([NH:5][S:6]([C:9]1[CH:10]=[C:11]([C:15]2[CH:20]=[CH:19][CH:18]=[C:17]([C:21]3[N:26]=[C:25]([CH:27]([F:29])[F:28])[CH:24]=[C:23]([C:30]4[CH:35]=[CH:34][C:33]([C:36]([F:39])([F:38])[F:37])=[CH:32][CH:31]=4)[N:22]=3)[CH:16]=2)[CH:12]=[CH:13][CH:14]=1)(=[O:8])=[O:7])(C)(C)C.C(O)(C(F)(F)F)=O, predict the reaction product. (2) Given the reactants [F:1][C:2]1[CH:7]=[CH:6][C:5]([F:8])=[CH:4][C:3]=1[C:9]1([NH2:12])[CH2:11][CH2:10]1.[Br:13][C:14]1[S:18][C:17]2=[N:19][C:20]([C:22](O)=[O:23])=[CH:21][N:16]2[CH:15]=1, predict the reaction product. The product is: [Br:13][C:14]1[S:18][C:17]2=[N:19][C:20]([C:22]([NH:12][C:9]3([C:3]4[CH:4]=[C:5]([F:8])[CH:6]=[CH:7][C:2]=4[F:1])[CH2:10][CH2:11]3)=[O:23])=[CH:21][N:16]2[CH:15]=1. (3) Given the reactants [NH2:1][C:2]1[C:7]([F:8])=[CH:6][N:5]([S:9]([C:12]2[CH:17]=[CH:16][C:15]([O:18][CH3:19])=[CH:14][CH:13]=2)(=[O:11])=[O:10])[C:4](=[O:20])[N:3]=1.N1C=CC=CC=1.[C:27](OC(=O)C)(=[O:29])[CH3:28], predict the reaction product. The product is: [F:8][C:7]1[C:2](=[N:1][C:27](=[O:29])[CH3:28])[NH:3][C:4](=[O:20])[N:5]([S:9]([C:12]2[CH:13]=[CH:14][C:15]([O:18][CH3:19])=[CH:16][CH:17]=2)(=[O:10])=[O:11])[CH:6]=1.